This data is from Reaction yield outcomes from USPTO patents with 853,638 reactions. The task is: Predict the reaction yield, written as a fraction of the theoretical maximum amount of product (1.0 means a 100% yield; for example, 0.34 means a 34% yield). (1) The catalyst is ClCCl.CN(C)C1C=CN=CC=1.C(OCC)(=O)C. The reactants are [NH2:1][C:2]1[C:3]([C:7]2[N:11]([C:12]3[CH:17]=[CH:16][CH:15]=[C:14]([Cl:18])[CH:13]=3)[C:10](=[O:19])[O:9][N:8]=2)=[N:4][O:5][N:6]=1.[C:20]([O:24][C:25]([NH:27][CH2:28][C:29]1[CH:37]=[CH:36][C:32]([C:33](O)=[O:34])=[CH:31][CH:30]=1)=[O:26])([CH3:23])([CH3:22])[CH3:21].C(N(CC)C(C)C)(C)C. The yield is 0.240. The product is [Cl:18][C:14]1[CH:13]=[C:12]([N:11]2[C:10](=[O:19])[O:9][N:8]=[C:7]2[C:3]2[C:2]([NH:1][C:33]([C:32]3[CH:31]=[CH:30][C:29]([CH2:28][NH:27][C:25](=[O:26])[O:24][C:20]([CH3:21])([CH3:22])[CH3:23])=[CH:37][CH:36]=3)=[O:34])=[N:6][O:5][N:4]=2)[CH:17]=[CH:16][CH:15]=1. (2) The reactants are [CH3:1][C:2]1[N:6]([CH2:7][C:8]([OH:10])=O)[N:5]=[C:4]([C:11]([F:14])([F:13])[F:12])[CH:3]=1.C(N(C(C)C)CC)(C)C.F[B-](F)(F)F.N1(OC(N(C)C)=[N+](C)C)C2C=CC=CC=2N=N1.Cl.[CH2:47]([O:49][C:50]([C:52]1[N:53]=[C:54]([CH:57]2[CH2:62][CH2:61][NH:60][CH2:59][CH2:58]2)[S:55][CH:56]=1)=[O:51])[CH3:48]. The catalyst is CN(C=O)C. The product is [CH2:47]([O:49][C:50]([C:52]1[N:53]=[C:54]([CH:57]2[CH2:62][CH2:61][N:60]([C:8](=[O:10])[CH2:7][N:6]3[C:2]([CH3:1])=[CH:3][C:4]([C:11]([F:14])([F:13])[F:12])=[N:5]3)[CH2:59][CH2:58]2)[S:55][CH:56]=1)=[O:51])[CH3:48]. The yield is 0.880. (3) The reactants are [Cl:1][C:2]1[CH:7]=[CH:6][C:5]([S:8]([N:11]([CH2:19][CH3:20])[C:12]2([C:15]([O:17]C)=[O:16])[CH2:14][CH2:13]2)(=[O:10])=[O:9])=[CH:4][CH:3]=1.O.O[Li].O. The catalyst is C1COCC1. The product is [Cl:1][C:2]1[CH:7]=[CH:6][C:5]([S:8]([N:11]([CH2:19][CH3:20])[C:12]2([C:15]([OH:17])=[O:16])[CH2:14][CH2:13]2)(=[O:9])=[O:10])=[CH:4][CH:3]=1. The yield is 0.900. (4) The reactants are [O:1]=[C:2]1[C:10]2[C:5](=[CH:6][CH:7]=[CH:8][CH:9]=2)[C:4](=[O:11])[N:3]1[CH2:12][C:13]([NH:15][C:16]1[N:24]=[CH:23][CH:22]=[CH:21][C:17]=1[C:18]([NH2:20])=[O:19])=O.CCN(C(C)C)C(C)C. The catalyst is CN(C=O)C. The product is [O:19]=[C:18]1[NH:20][C:13]([CH2:12][N:3]2[C:2](=[O:1])[C:10]3[C:5](=[CH:6][CH:7]=[CH:8][CH:9]=3)[C:4]2=[O:11])=[N:15][C:16]2[N:24]=[CH:23][CH:22]=[CH:21][C:17]1=2. The yield is 0.880.